Dataset: NCI-60 drug combinations with 297,098 pairs across 59 cell lines. Task: Regression. Given two drug SMILES strings and cell line genomic features, predict the synergy score measuring deviation from expected non-interaction effect. (1) Synergy scores: CSS=36.1, Synergy_ZIP=-4.47, Synergy_Bliss=-2.04, Synergy_Loewe=-29.4, Synergy_HSA=0.562. Cell line: SK-MEL-28. Drug 1: C1=CC(=C2C(=C1NCCNCCO)C(=O)C3=C(C=CC(=C3C2=O)O)O)NCCNCCO. Drug 2: CC(CN1CC(=O)NC(=O)C1)N2CC(=O)NC(=O)C2. (2) Drug 1: C1CCN(CC1)CCOC2=CC=C(C=C2)C(=O)C3=C(SC4=C3C=CC(=C4)O)C5=CC=C(C=C5)O. Drug 2: C1CN(P(=O)(OC1)NCCCl)CCCl. Cell line: SF-539. Synergy scores: CSS=-1.81, Synergy_ZIP=0.251, Synergy_Bliss=-2.16, Synergy_Loewe=-2.99, Synergy_HSA=-3.06.